Predict the reaction yield, written as a fraction of the theoretical maximum amount of product (1.0 means a 100% yield; for example, 0.34 means a 34% yield). From a dataset of Reaction yield outcomes from USPTO patents with 853,638 reactions. (1) The reactants are [I:1][CH3:2].[CH3:3][N:4]([CH2:6][CH:7]([CH2:11][CH:12]([CH3:14])[CH3:13])[C:8](=[O:10])[CH3:9])[CH3:5]. The catalyst is C(OCC)(=O)C. The product is [I-:1].[C:8]([CH:7]([CH2:11][CH:12]([CH3:14])[CH3:13])[CH2:6][N+:4]([CH3:2])([CH3:5])[CH3:3])(=[O:10])[CH3:9]. The yield is 0.680. (2) The reactants are [Cl:1][C:2]1[C:3]([S:17][C:18]2[CH:19]=[C:20]([CH3:24])[CH:21]=[CH:22][CH:23]=2)=[CH:4][C:5]2[N:9]=[CH:8][N:7]([CH2:10][O:11][CH2:12][CH2:13][O:14][CH3:15])[C:6]=2[CH:16]=1.C([N-]C(C)C)(C)C.[Li+].[Cl:33]N1C(=O)CCC1=O.[NH4+].[Cl-]. The catalyst is C1COCC1.CCCCCCC.C(C1C=CC=CC=1)C.C1COCC1. The product is [Cl:33][C:8]1[N:7]([CH2:10][O:11][CH2:12][CH2:13][O:14][CH3:15])[C:6]2[CH:16]=[C:2]([Cl:1])[C:3]([S:17][C:18]3[CH:19]=[C:20]([CH3:24])[CH:21]=[CH:22][CH:23]=3)=[CH:4][C:5]=2[N:9]=1. The yield is 0.710. (3) The reactants are [NH:1]1[CH:5]=[CH:4][CH:3]=[C:2]1[CH:6]=[O:7].CC([O-])(C)C.[K+].[CH3:14][O:15][C:16]1[CH:23]=[CH:22][C:19]([CH2:20]Cl)=[CH:18][CH:17]=1.[Cl-].[NH4+]. The catalyst is C1COCC1. The product is [CH3:14][O:15][C:16]1[CH:23]=[CH:22][C:19]([CH2:20][N:1]2[CH:5]=[CH:4][CH:3]=[C:2]2[CH:6]=[O:7])=[CH:18][CH:17]=1. The yield is 0.650. (4) The reactants are [NH2:1][C:2]1[N:7]=[CH:6][N:5]=[C:4]([NH:8][C@H:9]([C:11]2[N:16]([C:17]3[CH:22]=[CH:21][CH:20]=[CH:19][CH:18]=3)[C:15](=[O:23])[C:14]3=[C:24]([CH3:27])[CH:25]=[CH:26][N:13]3[N:12]=2)[CH3:10])[C:3]=1Br.[OH:29][C:30]1[CH:31]=[C:32]([NH:36][C:37](=[O:53])[C:38]2[CH:43]=[CH:42][CH:41]=[C:40](B3OC(C)(C)C(C)(C)O3)[CH:39]=2)[CH:33]=[CH:34][CH:35]=1.C(=O)([O-])[O-].[Na+].[Na+]. The catalyst is O.C(COC)OC. The product is [NH2:1][C:2]1[C:3]([C:40]2[CH:39]=[C:38]([CH:43]=[CH:42][CH:41]=2)[C:37]([NH:36][C:32]2[CH:33]=[CH:34][CH:35]=[C:30]([OH:29])[CH:31]=2)=[O:53])=[C:4]([NH:8][C@H:9]([C:11]2[N:16]([C:17]3[CH:22]=[CH:21][CH:20]=[CH:19][CH:18]=3)[C:15](=[O:23])[C:14]3=[C:24]([CH3:27])[CH:25]=[CH:26][N:13]3[N:12]=2)[CH3:10])[N:5]=[CH:6][N:7]=1. The yield is 0.150. (5) The reactants are CC([O-])(C)C.[K+].[C:7]([O:11][C:12]([N:14]1[CH2:19][CH2:18][CH:17]([C:20]2[C:29]3[C:24](=[CH:25][C:26](F)=[C:27]([F:30])[CH:28]=3)[N:23]=[CH:22][N:21]=2)[CH2:16][CH2:15]1)=[O:13])([CH3:10])([CH3:9])[CH3:8].[CH3:32][N:33]1[CH2:38][CH2:37][N:36]([CH2:39][CH2:40][CH2:41][OH:42])[CH2:35][CH2:34]1. The catalyst is C1COCC1. The product is [C:7]([O:11][C:12]([N:14]1[CH2:15][CH2:16][CH:17]([C:20]2[C:29]3[C:24](=[CH:25][C:26]([O:42][CH2:41][CH2:40][CH2:39][N:36]4[CH2:35][CH2:34][N:33]([CH3:32])[CH2:38][CH2:37]4)=[C:27]([F:30])[CH:28]=3)[N:23]=[CH:22][N:21]=2)[CH2:18][CH2:19]1)=[O:13])([CH3:9])([CH3:8])[CH3:10]. The yield is 0.610. (6) The reactants are [O:1]=[C:2]1[C:13]2=[CH:14][C:15]3[CH:16]=[CH:17][C:18]([C:21]([O:23]CC)=[O:22])=[CH:19][C:20]=3[N:12]2[CH2:11][C:5]2([CH2:10][CH2:9][O:8][CH2:7][CH2:6]2)[CH2:4][NH:3]1.[OH-].[Na+].O.C(O)(=O)C. The catalyst is C(O)C. The product is [O:1]=[C:2]1[C:13]2=[CH:14][C:15]3[CH:16]=[CH:17][C:18]([C:21]([OH:23])=[O:22])=[CH:19][C:20]=3[N:12]2[CH2:11][C:5]2([CH2:6][CH2:7][O:8][CH2:9][CH2:10]2)[CH2:4][NH:3]1. The yield is 0.640. (7) The reactants are [Br:1][C:2]1[CH:3]=[C:4]([OH:9])[CH:5]=[C:6]([Br:8])[CH:7]=1.C([O-])([O-])=O.[Cs+].[Cs+].Cl[CH2:17][F:18]. The catalyst is CN(C=O)C.O. The product is [Br:1][C:2]1[CH:3]=[C:4]([O:9][CH2:17][F:18])[CH:5]=[C:6]([Br:8])[CH:7]=1. The yield is 0.710.